From a dataset of Full USPTO retrosynthesis dataset with 1.9M reactions from patents (1976-2016). Predict the reactants needed to synthesize the given product. Given the product [CH2:1]([O:3][C:4]1[C:5]([F:14])=[C:6]([CH:7]([OH:8])[C:15]#[N:16])[CH:9]=[C:10]([CH2:12][CH3:13])[CH:11]=1)[CH3:2], predict the reactants needed to synthesize it. The reactants are: [CH2:1]([O:3][C:4]1[C:5]([F:14])=[C:6]([CH:9]=[C:10]([CH2:12][CH3:13])[CH:11]=1)[CH:7]=[O:8])[CH3:2].[C-:15]#[N:16].[K+].OS([O-])=O.[Na+].